Dataset: Reaction yield outcomes from USPTO patents with 853,638 reactions. Task: Predict the reaction yield, written as a fraction of the theoretical maximum amount of product (1.0 means a 100% yield; for example, 0.34 means a 34% yield). (1) The reactants are [N:1]1[CH:6]=[CH:5][CH:4]=[CH:3][C:2]=1[S:7]([O-:9])=[O:8].[Na+].ClN1C(=O)CCC1=O.S(Cl)(Cl)(=O)=O.[NH2:24][C:25]1[C:26]([F:47])=[C:27]([C:31]2[N:32]=[C:33]([C:43]([CH3:46])([CH3:45])[CH3:44])[S:34][C:35]=2[C:36]2[CH:41]=[CH:40][N:39]=[C:38]([NH2:42])[N:37]=2)[CH:28]=[CH:29][CH:30]=1.N1C=CC=CC=1. The catalyst is ClCCl. The product is [NH2:42][C:38]1[N:37]=[C:36]([C:35]2[S:34][C:33]([C:43]([CH3:45])([CH3:46])[CH3:44])=[N:32][C:31]=2[C:27]2[C:26]([F:47])=[C:25]([NH:24][S:7]([C:2]3[CH:3]=[CH:4][CH:5]=[CH:6][N:1]=3)(=[O:9])=[O:8])[CH:30]=[CH:29][CH:28]=2)[CH:41]=[CH:40][N:39]=1. The yield is 0.120. (2) The reactants are [C:1]([C:5]1[NH:6][C:7]([C:25]2[CH:30]=[CH:29][C:28]([F:31])=[CH:27][CH:26]=2)=[C:8]([C:10]2[N:15]=[C:14]3[N:16]([CH2:20][C:21]([CH3:24])([CH3:23])[CH3:22])[C:17]([NH2:19])=[N:18][C:13]3=[CH:12][CH:11]=2)[N:9]=1)([CH3:4])([CH3:3])[CH3:2].[CH3:32][S:33]([OH:36])(=[O:35])=[O:34]. The catalyst is CC(C)=O. The product is [CH3:32][S:33]([OH:36])(=[O:35])=[O:34].[CH3:32][S:33]([OH:36])(=[O:35])=[O:34].[C:1]([C:5]1[NH:6][C:7]([C:25]2[CH:26]=[CH:27][C:28]([F:31])=[CH:29][CH:30]=2)=[C:8]([C:10]2[N:15]=[C:14]3[N:16]([CH2:20][C:21]([CH3:24])([CH3:23])[CH3:22])[C:17]([NH2:19])=[N:18][C:13]3=[CH:12][CH:11]=2)[N:9]=1)([CH3:2])([CH3:3])[CH3:4]. The yield is 0.620.